Predict the reactants needed to synthesize the given product. From a dataset of Full USPTO retrosynthesis dataset with 1.9M reactions from patents (1976-2016). (1) Given the product [O:9]1[CH2:14][CH2:13][CH2:12][CH2:11][CH:10]1[S:8][C:5]1[CH:6]=[CH:7][C:2]([OH:1])=[CH:3][CH:4]=1, predict the reactants needed to synthesize it. The reactants are: [OH:1][C:2]1[CH:7]=[CH:6][C:5]([SH:8])=[CH:4][CH:3]=1.[O:9]1[CH:14]=[CH:13][CH2:12][CH2:11][CH2:10]1. (2) Given the product [Cl:24][C:20]1[C:19]([O:25][CH:26]([CH3:28])[CH3:27])=[C:18]([CH2:17][OH:16])[CH:23]=[CH:22][CH:21]=1, predict the reactants needed to synthesize it. The reactants are: [H-].[Li+].C([Al+]CC(C)C)C(C)C.[H-].C([O:16][C:17](=O)[C:18]1[CH:23]=[CH:22][CH:21]=[C:20]([Cl:24])[C:19]=1[O:25][CH:26]([CH3:28])[CH3:27])(C)C. (3) Given the product [Cl:27][C:28]1[CH:29]=[C:30]([CH:36]=[CH:37][C:38]=1[N:39]1[CH2:40][CH2:41][N:42]([CH2:2][C:3]2[CH:12]=[N:11][C:10]3[N:9]4[CH2:13][CH2:14][S:15][CH2:16][C@H:8]4[C:7](=[O:17])[NH:6][C:5]=3[CH:4]=2)[CH2:43][CH2:44]1)[C:31]([NH:33][CH2:34][CH3:35])=[O:32], predict the reactants needed to synthesize it. The reactants are: O[CH2:2][C:3]1[CH:12]=[N:11][C:10]2[N:9]3[CH2:13][CH2:14][S:15][CH2:16][C@H:8]3[C:7](=[O:17])[NH:6][C:5]=2[CH:4]=1.[I-].C(C[P+](C)(C)C)#N.Cl.[Cl:27][C:28]1[CH:29]=[C:30]([CH:36]=[CH:37][C:38]=1[N:39]1[CH2:44][CH2:43][NH:42][CH2:41][CH2:40]1)[C:31]([NH:33][CH2:34][CH3:35])=[O:32].CCN(C(C)C)C(C)C. (4) Given the product [CH2:1]([O:3][C:4]1[CH:9]=[C:8]([O:10][CH2:11][CH2:12][CH2:13][C:14]2[C:15]([O:29][CH2:37][CH2:38][CH3:39])=[N:16][N:17]([C:19]3[CH:24]=[CH:23][C:22]([C:25]([F:27])([F:26])[F:28])=[CH:21][N:20]=3)[CH:18]=2)[CH:7]=[CH:6][C:5]=1[CH2:30][CH2:31][C:32]([OH:34])=[O:33])[CH3:2], predict the reactants needed to synthesize it. The reactants are: [CH2:1]([O:3][C:4]1[CH:9]=[C:8]([O:10][CH2:11][CH2:12][CH2:13][C:14]2[C:15]([OH:29])=[N:16][N:17]([C:19]3[CH:24]=[CH:23][C:22]([C:25]([F:28])([F:27])[F:26])=[CH:21][N:20]=3)[CH:18]=2)[CH:7]=[CH:6][C:5]=1[CH2:30][CH2:31][C:32]([O:34]C)=[O:33])[CH3:2].I[CH2:37][CH2:38][CH3:39].CN(C)C=O.[H-].[Na+]. (5) The reactants are: CO[C:3]1[CH:8]=[CH:7][C:6]([C:9](=O)[CH2:10][C:11]#[N:12])=[CH:5][CH:4]=1.[OH2:14].[NH2:15][NH2:16].[CH2:17](O)C. Given the product [NH2:12][C:11]1[NH:16][N:15]=[C:9]([C:6]2[CH:7]=[CH:8][C:3]([O:14][CH3:17])=[CH:4][CH:5]=2)[CH:10]=1, predict the reactants needed to synthesize it.